This data is from Catalyst prediction with 721,799 reactions and 888 catalyst types from USPTO. The task is: Predict which catalyst facilitates the given reaction. (1) Reactant: [Al+3].[Cl-].[Cl-].[Cl-].[Br:5][C:6]1[CH:7]=[C:8]([CH:29]=[CH:30][C:31]=1[Cl:32])[CH2:9][N:10](S(C1C=CC(C)=CC=1)(=O)=O)[CH2:11][CH:12](OCC)OCC. Product: [Br:5][C:6]1[CH:7]=[C:8]2[C:29]([CH:12]=[CH:11][N:10]=[CH:9]2)=[CH:30][C:31]=1[Cl:32]. The catalyst class is: 2. (2) Reactant: [NH2:1][C:2]1[CH:7]=[CH:6][C:5]([N+:8]([O-:10])=[O:9])=[CH:4][C:3]=1[OH:11].[BH4-].[Na+].C(=O)([O-])[O-].[K+].[K+].CCOC(C)=O.[F:26][C:27]([F:32])([F:31])[C:28](O)=O. Product: [F:26][C:27]([F:32])([F:31])[CH2:28][NH:1][C:2]1[CH:7]=[CH:6][C:5]([N+:8]([O-:10])=[O:9])=[CH:4][C:3]=1[OH:11]. The catalyst class is: 6. (3) The catalyst class is: 1. Product: [CH3:6][O:7][C:8]1[CH:9]=[C:10]([C:11]([N:1]2[CH2:5][CH2:4][CH2:3][CH2:2]2)=[O:12])[CH:14]=[CH:15][C:16]=1[N+:17]([O-:19])=[O:18]. Reactant: [NH:1]1[CH2:5][CH2:4][CH2:3][CH2:2]1.[CH3:6][O:7][C:8]1[CH:9]=[C:10]([CH:14]=[CH:15][C:16]=1[N+:17]([O-:19])=[O:18])[C:11](Cl)=[O:12].CCN(C(C)C)C(C)C.